From a dataset of Forward reaction prediction with 1.9M reactions from USPTO patents (1976-2016). Predict the product of the given reaction. Given the reactants [C:1](=O)([O-])[O-].[K+].[K+].[Cl:7][C:8]1[CH:9]=[C:10]2[C:14](=[CH:15][CH:16]=1)[NH:13][C:12]([C:17]1[CH:22]=[CH:21][C:20]([Cl:23])=[CH:19][CH:18]=1)=[C:11]2[CH2:24][CH:25]([F:28])[CH2:26]Cl.[C:29]1([CH2:35][C:36]2([OH:42])[CH2:41][CH2:40][NH:39][CH2:38][CH2:37]2)[CH:34]=[CH:33][CH:32]=[CH:31][CH:30]=1.[I-].[Na+], predict the reaction product. The product is: [Cl:7][C:8]1[CH:9]=[C:10]2[C:14](=[CH:15][CH:16]=1)[N:13]([CH3:1])[C:12]([C:17]1[CH:22]=[CH:21][C:20]([Cl:23])=[CH:19][CH:18]=1)=[C:11]2[CH2:24][CH:25]([F:28])[CH2:26][N:39]1[CH2:40][CH2:41][C:36]([CH2:35][C:29]2[CH:30]=[CH:31][CH:32]=[CH:33][CH:34]=2)([OH:42])[CH2:37][CH2:38]1.